Dataset: Full USPTO retrosynthesis dataset with 1.9M reactions from patents (1976-2016). Task: Predict the reactants needed to synthesize the given product. Given the product [OH:17][C:4]1[C:3]([NH:2][N:18]=[C:24]2[C:25](=[O:38])[N:26]([C:28]3[CH:37]=[CH:36][C:35]4[CH2:34][CH2:33][CH2:32][CH2:31][C:30]=4[CH:29]=3)[N:27]=[C:23]2[CH3:22])=[CH:8][CH:7]=[CH:6][C:5]=1[C:9]1[CH:10]=[C:11]([C:14]([OH:16])=[O:15])[S:12][CH:13]=1, predict the reactants needed to synthesize it. The reactants are: Br.[NH2:2][C:3]1[C:4]([OH:17])=[C:5]([C:9]2[CH:10]=[C:11]([C:14]([OH:16])=[O:15])[S:12][CH:13]=2)[CH:6]=[CH:7][CH:8]=1.[N:18]([O-])=O.[Na+].[CH3:22][C:23]1[CH2:24][C:25](=[O:38])[N:26]([C:28]2[CH:37]=[CH:36][C:35]3[CH2:34][CH2:33][CH2:32][CH2:31][C:30]=3[CH:29]=2)[N:27]=1.C(=O)(O)[O-].[Na+].